Dataset: Full USPTO retrosynthesis dataset with 1.9M reactions from patents (1976-2016). Task: Predict the reactants needed to synthesize the given product. (1) Given the product [ClH:37].[CH2:30]([CH:29]([C:28]1[N:23]2[N:22]=[C:21]([CH3:35])[C:20]([C:13]3[S:12][C:11]([NH:10][CH2:9][CH2:8][NH2:7])=[N:15][C:14]=3[C:16]([F:17])([F:18])[F:19])=[C:24]2[N:25]=[C:26]([CH3:34])[CH:27]=1)[CH2:32][CH3:33])[CH3:31], predict the reactants needed to synthesize it. The reactants are: C(OC(=O)[NH:7][CH2:8][CH2:9][NH:10][C:11]1[S:12][C:13]([C:20]2[C:21]([CH3:35])=[N:22][N:23]3[C:28]([CH:29]([CH2:32][CH3:33])[CH2:30][CH3:31])=[CH:27][C:26]([CH3:34])=[N:25][C:24]=23)=[C:14]([C:16]([F:19])([F:18])[F:17])[N:15]=1)(C)(C)C.[ClH:37]. (2) Given the product [C:15]([O:14][C:12]([NH:8][C:7]1[CH:9]=[CH:10][CH:11]=[C:5]([O:4][CH:1]([CH3:3])[CH3:2])[CH:6]=1)=[O:13])([CH3:18])([CH3:17])[CH3:16], predict the reactants needed to synthesize it. The reactants are: [CH:1]([O:4][C:5]1[CH:6]=[C:7]([CH:9]=[CH:10][CH:11]=1)[NH2:8])([CH3:3])[CH3:2].[C:12](O[C:12]([O:14][C:15]([CH3:18])([CH3:17])[CH3:16])=[O:13])([O:14][C:15]([CH3:18])([CH3:17])[CH3:16])=[O:13].